Dataset: Forward reaction prediction with 1.9M reactions from USPTO patents (1976-2016). Task: Predict the product of the given reaction. (1) Given the reactants [Br:1][C:2]1[N:3]=[C:4]([Cl:10])[C:5]([NH:8][NH2:9])=[N:6][CH:7]=1.[CH:11](OCC)(OCC)OCC, predict the reaction product. The product is: [Br:1][C:2]1[N:3]=[C:4]([Cl:10])[C:5]2[N:6]([CH:11]=[N:9][N:8]=2)[CH:7]=1. (2) Given the reactants C(NC(C1C=CC([O:12][C:13]2[C:18]([F:19])=[CH:17][C:16]([CH2:20][C:21]([O:23]C)=[O:22])=[C:15]([F:25])[CH:14]=2)=C([N+]([O-])=O)C=1)=O)(C)(C)C.C(NC(=O)C1C=CC(Cl)=C([N+]([O-])=O)C=1)(C)(C)C.C([O-])([O-])=O.[Cs+].[Cs+].C(O)(=O)CC(CC(O)=O)(C(O)=O)O, predict the reaction product. The product is: [F:25][C:15]1[CH:14]=[C:13]([OH:12])[C:18]([F:19])=[CH:17][C:16]=1[CH2:20][C:21]([OH:23])=[O:22].